This data is from Forward reaction prediction with 1.9M reactions from USPTO patents (1976-2016). The task is: Predict the product of the given reaction. (1) Given the reactants [ClH:1].[OH:2][C@@H:3]([C:14]1[N:19]=[CH:18][CH:17]=[CH:16][N:15]=1)[CH2:4][N:5](C)[C:6](=O)OC(C)(C)C, predict the reaction product. The product is: [ClH:1].[ClH:1].[CH3:6][NH:5][CH2:4][C@H:3]([C:14]1[N:15]=[CH:16][CH:17]=[CH:18][N:19]=1)[OH:2]. (2) Given the reactants [Cl:1][C:2]1[CH:7]=[CH:6][C:5]([CH:8]2[O:13][CH2:12][C:11](=[O:14])[CH2:10][CH2:9]2)=[CH:4][CH:3]=1.[BH4-].[Na+], predict the reaction product. The product is: [Cl:1][C:2]1[CH:7]=[CH:6][C:5]([CH:8]2[O:13][CH2:12][CH:11]([OH:14])[CH2:10][CH2:9]2)=[CH:4][CH:3]=1. (3) Given the reactants [C:1]1([CH3:26])[CH:6]=[CH:5][CH:4]=[C:3]([C@H:7]([O:9][C:10](=[O:25])[NH:11][C:12]2[C:13]([CH3:24])=[N:14][O:15][C:16]=2[C:17]2[CH:22]=[CH:21][C:20](Br)=[CH:19][CH:18]=2)[CH3:8])[CH:2]=1.[CH2:27]([O:29][C:30]([C:32]1([C:35]2[CH:40]=[CH:39][C:38](B3OC(C)(C)C(C)(C)O3)=[CH:37][CH:36]=2)[CH2:34][CH2:33]1)=[O:31])[CH3:28], predict the reaction product. The product is: [CH2:27]([O:29][C:30]([C:32]1([C:35]2[CH:40]=[CH:39][C:38]([C:20]3[CH:21]=[CH:22][C:17]([C:16]4[O:15][N:14]=[C:13]([CH3:24])[C:12]=4[NH:11][C:10]([O:9][C@@H:7]([C:3]4[CH:2]=[C:1]([CH3:26])[CH:6]=[CH:5][CH:4]=4)[CH3:8])=[O:25])=[CH:18][CH:19]=3)=[CH:37][CH:36]=2)[CH2:33][CH2:34]1)=[O:31])[CH3:28]. (4) Given the reactants [OH:1][CH:2]([CH2:7][CH2:8][CH2:9][CH2:10][CH2:11][CH2:12][CH2:13][CH2:14][CH2:15][CH2:16][CH2:17][CH2:18][CH3:19])[CH2:3][C:4]([OH:6])=[O:5].[CH2:20](Br)[C:21]([C:23]1[CH:28]=[CH:27][CH:26]=[CH:25][CH:24]=1)=[O:22].C(N(CC)CC)C, predict the reaction product. The product is: [OH:1][CH:2]([CH2:7][CH2:8][CH2:9][CH2:10][CH2:11][CH2:12][CH2:13][CH2:14][CH2:15][CH2:16][CH2:17][CH2:18][CH3:19])[CH2:3][C:4]([O:6][CH2:20][C:21]([C:23]1[CH:28]=[CH:27][CH:26]=[CH:25][CH:24]=1)=[O:22])=[O:5]. (5) Given the reactants [Cl:1][C:2]1[CH:7]=[CH:6][CH:5]=[C:4]([Cl:8])[C:3]=1[N:9]1[C:14](=[O:15])[CH:13]=[CH:12][C:11]([C:16]([OH:18])=O)=[CH:10]1.[NH2:19][C:20]1[CH:21]=[C:22]([CH:29]=[CH:30][C:31]=1[CH3:32])[C:23]([NH:25][CH:26]1[CH2:28][CH2:27]1)=[O:24].CCN=C=NCCCN(C)C.Cl.C1C=CC2N(O)N=NC=2C=1, predict the reaction product. The product is: [CH:26]1([NH:25][C:23]([C:22]2[CH:29]=[CH:30][C:31]([CH3:32])=[C:20]([NH:19][C:16]([C:11]3[CH:12]=[CH:13][C:14](=[O:15])[N:9]([C:3]4[C:4]([Cl:8])=[CH:5][CH:6]=[CH:7][C:2]=4[Cl:1])[CH:10]=3)=[O:18])[CH:21]=2)=[O:24])[CH2:28][CH2:27]1. (6) Given the reactants [CH2:1]([C:8]1([O:18][CH3:19])[CH2:17][CH2:16][C:11]2(OCC[O:12]2)[CH2:10][CH2:9]1)[C:2]1[CH:7]=[CH:6][CH:5]=[CH:4][CH:3]=1.O.O.C1(C)C=CC(S(O)(=O)=O)=CC=1, predict the reaction product. The product is: [CH2:1]([C:8]1([O:18][CH3:19])[CH2:9][CH2:10][C:11](=[O:12])[CH2:16][CH2:17]1)[C:2]1[CH:7]=[CH:6][CH:5]=[CH:4][CH:3]=1. (7) Given the reactants [CH3:1][N:2]1[CH:6]=[CH:5][C:4]([C:7]2[C:11]3[CH:12]=[N:13][C:14]([NH:16][C:17]([NH:19][C@@H:20]([C:22]4[CH:27]=[CH:26][CH:25]=[CH:24][CH:23]=4)[CH3:21])=[O:18])=[CH:15][C:10]=3[N:9](C(C3C=CC=CC=3)(C3C=CC=CC=3)C3C=CC=CC=3)[N:8]=2)=[N:3]1.C(O)(C(F)(F)F)=O.C([SiH](CC)CC)C, predict the reaction product. The product is: [CH3:1][N:2]1[CH:6]=[CH:5][C:4]([C:7]2[C:11]3[CH:12]=[N:13][C:14]([NH:16][C:17]([NH:19][C@@H:20]([C:22]4[CH:27]=[CH:26][CH:25]=[CH:24][CH:23]=4)[CH3:21])=[O:18])=[CH:15][C:10]=3[NH:9][N:8]=2)=[N:3]1. (8) Given the reactants [CH3:1][NH:2][C:3](=[O:11])[C:4]1[CH:9]=[CH:8][CH:7]=[CH:6][C:5]=1[CH3:10].C([C:14]1[CH:19]=[C:18]([O:20][CH3:21])[CH:17]=[CH:16][N:15]=1)#N, predict the reaction product. The product is: [CH3:21][O:20][C:18]1[CH:17]=[CH:16][N:15]=[C:14]([C:1]2[NH:2][C:3](=[O:11])[C:4]3[C:5]([CH:10]=2)=[CH:6][CH:7]=[CH:8][CH:9]=3)[CH:19]=1. (9) Given the reactants [F:1][C:2]1[CH:7]=[CH:6][CH:5]=[CH:4][C:3]=1[C:8]1[NH:16][C:15]2[CH:14]=[CH:13][N:12]=[CH:11][C:10]=2[CH:9]=1.[OH-:17].[Na+].Cl[CH2:20][C:21]1[O:25][N:24]=[C:23]([C:26]2[CH:31]=[CH:30][C:29]([F:32])=[CH:28][C:27]=2[C:33]([F:36])([F:35])[F:34])[CH:22]=1.CN([CH:40]=[O:41])C, predict the reaction product. The product is: [F:34][C:33]([F:36])([F:35])[C:40]([O-:41])=[O:17].[F:1][C:2]1[CH:7]=[CH:6][CH:5]=[CH:4][C:3]=1[C:8]1[NH+:16]=[C:15]2[C:10](=[CH:11][N:12]([CH2:20][C:21]3[O:25][N:24]=[C:23]([C:26]4[CH:31]=[CH:30][C:29]([F:32])=[CH:28][C:27]=4[C:33]([F:36])([F:34])[F:35])[CH:22]=3)[CH:13]=[CH:14]2)[CH:9]=1.